This data is from Forward reaction prediction with 1.9M reactions from USPTO patents (1976-2016). The task is: Predict the product of the given reaction. (1) Given the reactants [I:1][C:2]1[N:7]2[N:8]=[C:9]([C:11]([F:14])([F:13])[F:12])[CH:10]=[C:6]2[C:5]([CH:15]=[O:16])=[CH:4][CH:3]=1.O.[C:18]1([CH3:28])C=CC(S(O)(=O)=O)=C[CH:19]=1.C(O)C[OH:31], predict the reaction product. The product is: [O:16]1[CH2:28][CH2:18][CH2:19][O:31][CH:15]1[C:5]1[C:6]2[N:7]([N:8]=[C:9]([C:11]([F:12])([F:13])[F:14])[CH:10]=2)[C:2]([I:1])=[CH:3][CH:4]=1. (2) Given the reactants [Cl:1][C:2]1[C:16]([Cl:17])=[C:15]([CH2:18][CH2:19][C:20](=[O:36])[C:21]2[S:22][C:23]([C:26]3[CH:31]=[CH:30][CH:29]=[C:28]([C:32]([F:35])([F:34])[F:33])[CH:27]=3)=[CH:24][CH:25]=2)[CH:14]=[CH:13][C:3]=1[O:4][C:5]([CH3:12])([CH3:11])[C:6]([O:8]CC)=[O:7].[OH-].[Na+], predict the reaction product. The product is: [Cl:1][C:2]1[C:16]([Cl:17])=[C:15]([CH2:18][CH2:19][C:20](=[O:36])[C:21]2[S:22][C:23]([C:26]3[CH:31]=[CH:30][CH:29]=[C:28]([C:32]([F:33])([F:34])[F:35])[CH:27]=3)=[CH:24][CH:25]=2)[CH:14]=[CH:13][C:3]=1[O:4][C:5]([CH3:11])([CH3:12])[C:6]([OH:8])=[O:7]. (3) Given the reactants Cl[C:2]1[CH:7]=[C:6]([N:8]2[CH2:12][CH2:11][CH2:10][CH:9]2[C:13]2[CH:18]=[CH:17][C:16]([F:19])=[CH:15][CH:14]=2)[CH:5]=[CH:4][N:3]=1.C1(P(C2CCCCC2)C2C=CC=CC=2C2C=CC=CC=2)CCCCC1.[Li+].C[Si]([N-:50][Si](C)(C)C)(C)C.[NH4+].[Cl-], predict the reaction product. The product is: [F:19][C:16]1[CH:17]=[CH:18][C:13]([CH:9]2[CH2:10][CH2:11][CH2:12][N:8]2[C:6]2[CH:5]=[CH:4][N:3]=[C:2]([NH2:50])[CH:7]=2)=[CH:14][CH:15]=1. (4) Given the reactants [CH:1]12[CH2:7][CH:4]([NH:5][CH2:6]1)[CH2:3][N:2]2[C:8]1[CH:13]=[CH:12][C:11]([C:14]2[N:19]3[N:20]=[C:21]([C:33]4[CH:38]=[CH:37][N:36]=[CH:35][CH:34]=4)[C:22]([C:23]4[CH:31]=[CH:30][C:29]([F:32])=[C:28]5[C:24]=4[CH:25]=[N:26][NH:27]5)=[C:18]3[N:17]=[CH:16][CH:15]=2)=[C:10]([F:39])[CH:9]=1.C=O.[C:42](O)(=O)C.[BH-](OC(C)=O)(OC(C)=O)OC(C)=O.[Na+], predict the reaction product. The product is: [F:32][C:29]1[CH:30]=[CH:31][C:23]([C:22]2[C:21]([C:33]3[CH:38]=[CH:37][N:36]=[CH:35][CH:34]=3)=[N:20][N:19]3[C:14]([C:11]4[CH:12]=[CH:13][C:8]([N:2]5[CH2:3][CH:4]6[CH2:7][CH:1]5[CH2:6][N:5]6[CH3:42])=[CH:9][C:10]=4[F:39])=[CH:15][CH:16]=[N:17][C:18]=23)=[C:24]2[C:28]=1[NH:27][N:26]=[CH:25]2.